From a dataset of Peptide-MHC class I binding affinity with 185,985 pairs from IEDB/IMGT. Regression. Given a peptide amino acid sequence and an MHC pseudo amino acid sequence, predict their binding affinity value. This is MHC class I binding data. (1) The peptide sequence is KGPNHQNPF. The MHC is H-2-Dd with pseudo-sequence YVEYYRERAGNSFVDTAYLWAWFYTWAADAYEWY. The binding affinity (normalized) is 0.788. (2) The peptide sequence is KLKKKSAFY. The MHC is HLA-B46:01 with pseudo-sequence HLA-B46:01. The binding affinity (normalized) is 0.0847.